This data is from Retrosynthesis with 50K atom-mapped reactions and 10 reaction types from USPTO. The task is: Predict the reactants needed to synthesize the given product. Given the product COC(=O)COc1ccc(C(=O)OC)cc1[N+](=O)[O-], predict the reactants needed to synthesize it. The reactants are: COC(=O)CBr.COC(=O)c1ccc(O)c([N+](=O)[O-])c1.